This data is from Forward reaction prediction with 1.9M reactions from USPTO patents (1976-2016). The task is: Predict the product of the given reaction. (1) Given the reactants Br[C:2]1[CH:7]=[CH:6][C:5]([C:8]([N:10]2[CH2:15][CH2:14][N:13]([C:16]3[C:21]([CH3:22])=[CH:20][C:19]([CH3:23])=[CH:18][N:17]=3)[CH2:12][CH2:11]2)=[O:9])=[C:4]([N:24]2[CH2:28][CH2:27][CH2:26][S:25]2(=[O:30])=[O:29])[CH:3]=1.[NH:31]1[CH2:35][CH2:34][CH2:33][C:32]1=[O:36], predict the reaction product. The product is: [CH3:22][C:21]1[C:16]([N:13]2[CH2:14][CH2:15][N:10]([C:8]([C:5]3[CH:6]=[CH:7][C:2]([N:31]4[CH2:35][CH2:34][CH2:33][C:32]4=[O:36])=[CH:3][C:4]=3[N:24]3[CH2:28][CH2:27][CH2:26][S:25]3(=[O:30])=[O:29])=[O:9])[CH2:11][CH2:12]2)=[N:17][CH:18]=[C:19]([CH3:23])[CH:20]=1. (2) Given the reactants [CH3:1][O:2][C:3]1[CH:18]=[CH:17][C:6]2[CH2:7][CH:8]([C:13]([O:15]C)=[O:14])[CH2:9][C:10](=[O:12])[NH:11][C:5]=2[CH:4]=1.[OH-].[Na+].Cl, predict the reaction product. The product is: [CH3:1][O:2][C:3]1[CH:18]=[CH:17][C:6]2[CH2:7][CH:8]([C:13]([OH:15])=[O:14])[CH2:9][C:10](=[O:12])[NH:11][C:5]=2[CH:4]=1. (3) Given the reactants [C:1]([C:4]1[CH:9]=[CH:8][C:7]([N:10]2[C:15](=[O:16])[C:14]([CH2:17][C:18]3[CH:23]=[CH:22][C:21]([C:24]4[C:25]([C:30]#[N:31])=[CH:26][CH:27]=[CH:28][CH:29]=4)=[CH:20][CH:19]=3)=[C:13]([CH2:32][CH2:33][CH3:34])[N:12]=[C:11]2[CH2:35][CH3:36])=[CH:6][CH:5]=1)(=[O:3])[CH3:2].[CH3:37][Li].[Cl-].[NH4+], predict the reaction product. The product is: [CH2:35]([C:11]1[N:10]([C:7]2[CH:6]=[CH:5][C:4]([C:1]([OH:3])([CH3:37])[CH3:2])=[CH:9][CH:8]=2)[C:15](=[O:16])[C:14]([CH2:17][C:18]2[CH:23]=[CH:22][C:21]([C:24]3[C:25]([C:30]#[N:31])=[CH:26][CH:27]=[CH:28][CH:29]=3)=[CH:20][CH:19]=2)=[C:13]([CH2:32][CH2:33][CH3:34])[N:12]=1)[CH3:36]. (4) Given the reactants [Cl:1][C:2]1[CH:7]=[CH:6][C:5]([O:8][C:9](=[O:21])[N:10]([CH2:12][C@H:13]2[CH2:18][CH2:17][C@H:16]([CH2:19][OH:20])[CH2:15][CH2:14]2)[CH3:11])=[CH:4][CH:3]=1.[CH3:22][S:23](Cl)(=[O:25])=[O:24], predict the reaction product. The product is: [Cl:1][C:2]1[CH:3]=[CH:4][C:5]([O:8][C:9]([N:10]([CH2:12][C@H:13]2[CH2:18][CH2:17][C@H:16]([CH2:19][O:20][S:23]([CH3:22])(=[O:25])=[O:24])[CH2:15][CH2:14]2)[CH3:11])=[O:21])=[CH:6][CH:7]=1. (5) The product is: [C:3]([CH:5]1[CH2:8][N:7]([C:9](=[O:33])[C@H:10]([NH:12][C:13]([C:15]2[C:23]3[C:18](=[N:19][CH:20]=[C:21]([I:1])[N:22]=3)[N:17]([CH2:25][O:26][CH2:27][CH2:28][Si:29]([CH3:32])([CH3:31])[CH3:30])[CH:16]=2)=[O:14])[CH3:11])[CH2:6]1)#[N:4]. Given the reactants [I-:1].[Na+].[C:3]([CH:5]1[CH2:8][N:7]([C:9](=[O:33])[C@H:10]([NH:12][C:13]([C:15]2[C:23]3[C:18](=[N:19][CH:20]=[C:21](Br)[N:22]=3)[N:17]([CH2:25][O:26][CH2:27][CH2:28][Si:29]([CH3:32])([CH3:31])[CH3:30])[CH:16]=2)=[O:14])[CH3:11])[CH2:6]1)#[N:4].CN[C@@H]1CCCC[C@H]1NC, predict the reaction product. (6) Given the reactants [CH3:1][O:2][C:3]([C:5]1[O:6][C:7]([CH3:27])=[C:8]([CH2:10][O:11][C:12]2[CH:17]=[CH:16][C:15](B3OC(C)(C)C(C)(C)O3)=[CH:14][CH:13]=2)[CH:9]=1)=[O:4].[F:28][CH:29]([F:38])[O:30][C:31]1[CH:36]=[CH:35][C:34](I)=[CH:33][CH:32]=1.C(=O)([O-])[O-].[Cs+].[Cs+].ClCCl, predict the reaction product. The product is: [CH3:1][O:2][C:3]([C:5]1[O:6][C:7]([CH3:27])=[C:8]([CH2:10][O:11][C:12]2[CH:13]=[CH:14][C:15]([C:34]3[CH:35]=[CH:36][C:31]([O:30][CH:29]([F:38])[F:28])=[CH:32][CH:33]=3)=[CH:16][CH:17]=2)[CH:9]=1)=[O:4]. (7) Given the reactants [Br:1][C:2]1[CH:7]=[CH:6][CH:5]=[CH:4][C:3]=1[NH:8][C:9]([O:11][CH2:12][C@@H:13]1[CH2:17][CH2:16][N:15](C(OC(C)(C)C)=O)[CH2:14]1)=[O:10].FC(F)(F)C(O)=O, predict the reaction product. The product is: [Br:1][C:2]1[CH:7]=[CH:6][CH:5]=[CH:4][C:3]=1[NH:8][C:9](=[O:10])[O:11][CH2:12][C@@H:13]1[CH2:17][CH2:16][NH:15][CH2:14]1. (8) Given the reactants [Cl:1][C:2]1[CH:3]=[CH:4][C:5]([C:21]([F:24])([F:23])[F:22])=[C:6]([C:8]2[CH:13]=[CH:12][N:11]([CH2:14][C:15]([O:17][CH2:18][CH3:19])=[O:16])[C:10](=[O:20])[CH:9]=2)[CH:7]=1.Br.Br[CH2:27][C:28]1[CH:29]=[N:30][CH:31]=[CH:32][CH:33]=1, predict the reaction product. The product is: [Cl:1][C:2]1[CH:3]=[CH:4][C:5]([C:21]([F:24])([F:22])[F:23])=[C:6]([C:8]2[CH:13]=[CH:12][N:11]([CH:14]([CH2:27][C:28]3[CH:29]=[N:30][CH:31]=[CH:32][CH:33]=3)[C:15]([O:17][CH2:18][CH3:19])=[O:16])[C:10](=[O:20])[CH:9]=2)[CH:7]=1.